The task is: Predict the reactants needed to synthesize the given product.. This data is from Full USPTO retrosynthesis dataset with 1.9M reactions from patents (1976-2016). (1) Given the product [Cl:20][C:14]1[CH:15]=[CH:16][CH:17]=[C:18]([Cl:19])[C:13]=1[C:11]1[O:12][C:7]2[CH:6]=[N:5][C:4]([NH:23][C:24]3[CH:25]=[C:26]([O:30][C:31](=[O:34])[NH:32][CH3:33])[CH:27]=[CH:28][CH:29]=3)=[N:22][C:8]=2[N:9]([CH3:21])[N:10]=1, predict the reactants needed to synthesize it. The reactants are: CS([C:4]1[N:5]=[CH:6][C:7]2[O:12][C:11]([C:13]3[C:18]([Cl:19])=[CH:17][CH:16]=[CH:15][C:14]=3[Cl:20])=[N:10][N:9]([CH3:21])[C:8]=2[N:22]=1)=O.[NH2:23][C:24]1[CH:25]=[C:26]([O:30][C:31](=[O:34])[NH:32][CH3:33])[CH:27]=[CH:28][CH:29]=1.O.C1(C)C=CC(S(O)(=O)=O)=CC=1. (2) Given the product [ClH:1].[Cl:1][C:2]1[CH:7]=[CH:6][C:5]([NH:8][C:9](=[O:21])[C:10]([CH3:12])([CH3:11])[NH2:13])=[CH:4][C:3]=1[NH:22][S:23]([C:26]1[CH:31]=[CH:30][C:29]([C:32]2[O:33][C:34]([CH3:37])=[CH:35][CH:36]=2)=[C:28]([F:38])[CH:27]=1)(=[O:25])=[O:24], predict the reactants needed to synthesize it. The reactants are: [Cl:1][C:2]1[CH:7]=[CH:6][C:5]([NH:8][C:9](=[O:21])[C:10]([NH:13]C(=O)OC(C)(C)C)([CH3:12])[CH3:11])=[CH:4][C:3]=1[NH:22][S:23]([C:26]1[CH:31]=[CH:30][C:29]([C:32]2[O:33][C:34]([CH3:37])=[CH:35][CH:36]=2)=[C:28]([F:38])[CH:27]=1)(=[O:25])=[O:24].Cl. (3) Given the product [ClH:1].[F:34][C:49]1[CH:44]=[CH:69][C:68]([NH:67][C:6]2[C:5]([C:3]([NH2:2])=[O:4])=[CH:14][C:13]3[C:8](=[C:9]([CH3:33])[CH:10]=[C:11]([S:25]([CH2:28][CH2:29][C:30]([N:58]4[CH2:63][CH2:62][O:61][CH2:60][CH2:59]4)=[O:32])(=[O:26])=[O:27])[CH:12]=3)[N:7]=2)=[CH:70][C:48]=1[O:76][CH3:75], predict the reactants needed to synthesize it. The reactants are: [ClH:1].[NH2:2][C:3]([C:5]1[CH:6]=[N:7][C:8]2[C:13]([C:14]=1NC1C=CC(F)=C(OC)C=1)=[CH:12][C:11]([S:25]([CH2:28][CH2:29][C:30]([OH:32])=O)(=[O:27])=[O:26])=[CH:10][C:9]=2[CH3:33])=[O:4].[F:34][P-](F)(F)(F)(F)F.N1(OC(N(C)C)=[N+](C)C)C2N=C[CH:48]=[CH:49][C:44]=2N=N1.[NH:58]1[CH2:63][CH2:62][O:61][CH2:60][CH2:59]1.C([N:67](CC)[CH:68]([CH3:70])[CH3:69])(C)C.CN(C)[CH:75]=[O:76]. (4) Given the product [CH3:22][NH:23][C:8]([C:5]1[C:4](=[O:11])[C:3]([C:12]2[CH:17]=[CH:16][CH:15]=[C:14]([C:18]([F:21])([F:20])[F:19])[CH:13]=2)=[C:2]([CH3:1])[NH:7][CH:6]=1)=[O:9], predict the reactants needed to synthesize it. The reactants are: [CH3:1][C:2]1[NH:7][CH:6]=[C:5]([C:8](O)=[O:9])[C:4](=[O:11])[C:3]=1[C:12]1[CH:17]=[CH:16][CH:15]=[C:14]([C:18]([F:21])([F:20])[F:19])[CH:13]=1.[CH3:22][N:23](C(ON1N=NC2C=CC=CC1=2)=[N+](C)C)C.F[P-](F)(F)(F)(F)F.CCN(C(C)C)C(C)C.CN. (5) Given the product [CH:1]12[O:8][CH:5]([CH2:6][CH2:7]1)[CH2:4][N:3]([C:9]1[C:10]([NH:20][C:25](=[O:26])[CH2:24][CH2:23][N:22]([CH3:28])[CH3:21])=[C:11]([NH:16][CH:17]([CH3:18])[CH3:19])[N:12]=[C:13]([Cl:15])[N:14]=1)[CH2:2]2, predict the reactants needed to synthesize it. The reactants are: [CH:1]12[O:8][CH:5]([CH2:6][CH2:7]1)[CH2:4][N:3]([C:9]1[N:14]=[C:13]([Cl:15])[N:12]=[C:11]([NH:16][CH:17]([CH3:19])[CH3:18])[C:10]=1[NH2:20])[CH2:2]2.[CH3:21][N:22]([CH3:28])[CH2:23][CH2:24][C:25]([O-])=[O:26].CN(C)CCC(O)=O.C(OC1C=CC2C(=CC=CC=2)N1C(OCC(C)C)=O)C(C)C. (6) Given the product [CH3:1][O:2][C:3]1[CH:4]=[CH:5][C:6]2[C:10]([CH:11]=[O:13])=[CH:9][S:8][C:7]=2[CH:12]=1, predict the reactants needed to synthesize it. The reactants are: [CH3:1][O:2][C:3]1[CH:4]=[CH:5][C:6]2[C:10]([CH3:11])=[CH:9][S:8][C:7]=2[CH:12]=1.[O:13]1CCOCC1.